From a dataset of Forward reaction prediction with 1.9M reactions from USPTO patents (1976-2016). Predict the product of the given reaction. (1) Given the reactants Cl[CH2:2][CH2:3][O:4][CH2:5][CH2:6]Cl.[NH2:8][C@@H:9]([CH2:14][NH:15][C:16]([O:18][C:19]([CH3:22])([CH3:21])[CH3:20])=[O:17])[C:10]([O:12][CH3:13])=[O:11].O, predict the reaction product. The product is: [C:19]([O:18][C:16]([NH:15][CH2:14][C@H:9]([N:8]1[CH2:6][CH2:5][O:4][CH2:3][CH2:2]1)[C:10]([O:12][CH3:13])=[O:11])=[O:17])([CH3:22])([CH3:21])[CH3:20]. (2) Given the reactants [NH2:1][C:2]1[S:6][C:5]([S:7][CH2:8][C:9](=[O:11])[CH3:10])=[N:4][N:3]=1.[BH4-].[Na+], predict the reaction product. The product is: [NH2:1][C:2]1[S:6][C:5]([S:7][CH2:8][CH:9]([OH:11])[CH3:10])=[N:4][N:3]=1. (3) Given the reactants CC(C[AlH]CC(C)C)C.C(=O)=O.C([O:15][C:16]([C:18]1[C:19]([C:34]([F:37])([F:36])[F:35])=[N:20][C:21]([C:24]2[CH:29]=[CH:28][C:27]([C:30]([F:33])([F:32])[F:31])=[CH:26][CH:25]=2)=[N:22][CH:23]=1)=O)C.C([O-])(O)=O.[Na+], predict the reaction product. The product is: [F:37][C:34]([F:35])([F:36])[C:19]1[C:18]([CH2:16][OH:15])=[CH:23][N:22]=[C:21]([C:24]2[CH:25]=[CH:26][C:27]([C:30]([F:32])([F:33])[F:31])=[CH:28][CH:29]=2)[N:20]=1. (4) Given the reactants COC(N[C@H](C([N:13]1[C@@H:17]([CH3:18])[CH2:16][CH2:15][C@H:14]1[C:19]1[NH:23][C:22]2[C:24]3[C:29]([CH:30]=[CH:31][C:21]=2[N:20]=1)=[CH:28][C:27]1[C:32]2[C:37]([CH2:38][O:39][C:26]=1[CH:25]=3)=[CH:36][C:35]([C:40]1[NH:44][C:43]([C@@H:45]3[CH2:49][CH2:48][C@H:47]([CH3:50])[N:46]3[C:51](=[O:61])[C@@H:52]([NH:56][C:57](=[O:60])[O:58][CH3:59])[CH:53]([CH3:55])[CH3:54])=[N:42][CH:41]=1)=[CH:34][CH:33]=2)=O)[C@@H](C)OC)=O.[CH3:62][O:63][C:64]([NH:66][C@@H:67]([CH:71]1[CH2:76][CH2:75][O:74][CH2:73][CH2:72]1)[C:68]([OH:70])=O)=[O:65], predict the reaction product. The product is: [CH3:59][O:58][C:57]([NH:56][C@@H:52]([CH:53]([CH3:55])[CH3:54])[C:51]([N:46]1[C@@H:47]([CH3:50])[CH2:48][CH2:49][C@H:45]1[C:43]1[NH:44][C:40]([C:35]2[CH:36]=[C:37]3[CH2:38][O:39][C:26]4[CH:25]=[C:24]5[C:29]([CH:30]=[CH:31][C:21]6[N:20]=[C:19]([C@@H:14]7[CH2:15][CH2:16][C@H:17]([CH3:18])[N:13]7[C:68](=[O:70])[C@@H:67]([NH:66][C:64](=[O:65])[O:63][CH3:62])[CH:71]7[CH2:76][CH2:75][O:74][CH2:73][CH2:72]7)[NH:23][C:22]=65)=[CH:28][C:27]=4[C:32]3=[CH:33][CH:34]=2)=[CH:41][N:42]=1)=[O:61])=[O:60].